Dataset: Reaction yield outcomes from USPTO patents with 853,638 reactions. Task: Predict the reaction yield, written as a fraction of the theoretical maximum amount of product (1.0 means a 100% yield; for example, 0.34 means a 34% yield). (1) The reactants are Br[C:2]1[CH:3]=[C:4]([CH2:9][NH:10][C:11]([C@@H:13]2[CH2:17][C:16]([F:19])([CH3:18])[CH2:15][N:14]2[S:20]([C:23]2[CH:28]=[CH:27][C:26]([F:29])=[CH:25][CH:24]=2)(=[O:22])=[O:21])=[O:12])[CH:5]=[C:6]([F:8])[CH:7]=1.[F:30][C:31]([F:42])([F:41])[C:32]1[N:37]=[CH:36][C:35](B(O)O)=[CH:34][N:33]=1.C(=O)([O-])[O-].[Na+].[Na+].C([O-])(=O)C.[K+]. The catalyst is CC(P(C(C)(C)C)C1C=CC(N(C)C)=CC=1)(C)C.CC(P(C(C)(C)C)C1C=CC(N(C)C)=CC=1)(C)C.Cl[Pd]Cl.O.C(#N)C. The product is [F:19][C@@:16]1([CH3:18])[CH2:15][N:14]([S:20]([C:23]2[CH:24]=[CH:25][C:26]([F:29])=[CH:27][CH:28]=2)(=[O:21])=[O:22])[C@H:13]([C:11]([NH:10][CH2:9][C:4]2[CH:3]=[C:2]([C:35]3[CH:34]=[N:33][C:32]([C:31]([F:42])([F:41])[F:30])=[N:37][CH:36]=3)[CH:7]=[C:6]([F:8])[CH:5]=2)=[O:12])[CH2:17]1. The yield is 0.680. (2) The reactants are [F:1][C:2]1[CH:7]=[C:6]([F:8])[CH:5]=[CH:4][C:3]=1[N:9]1[CH:13]=[N:12][CH:11]=[N:10]1.C([Li])CCC.[Cl:19]C(Cl)(Cl)C(Cl)(Cl)Cl. The catalyst is C1COCC1. The product is [Cl:19][C:13]1[N:9]([C:3]2[CH:4]=[CH:5][C:6]([F:8])=[CH:7][C:2]=2[F:1])[N:10]=[CH:11][N:12]=1. The yield is 0.660. (3) The catalyst is CN(C)C=O. The reactants are [NH2:1][C:2]1[CH:7]=[C:6]([Cl:8])[C:5]([SH:9])=[C:4]([Cl:10])[CH:3]=1.[Cl:11][C:12]1[N:13]=[N:14][C:15](Cl)=[CH:16][C:17]=1[CH:18]([CH3:20])[CH3:19].C(=O)([O-])[O-].[K+].[K+].Cl. The product is [Cl:8][C:6]1[CH:7]=[C:2]([NH2:1])[CH:3]=[C:4]([Cl:10])[C:5]=1[S:9][C:15]1[N:14]=[N:13][C:12]([Cl:11])=[C:17]([CH:18]([CH3:20])[CH3:19])[CH:16]=1. The yield is 0.720. (4) The reactants are [C:1]1([CH3:9])[CH:6]=[CH:5][CH:4]=[C:3]([CH:7]=O)[CH:2]=1.[C:10]([NH:13][CH2:14][C:15]([OH:17])=[O:16])(=O)[CH3:11].C([O-])(=O)C.[Na+]. The product is [CH3:11][C:10]1[O:17][C:15](=[O:16])/[C:14](=[CH:7]/[C:3]2[CH:4]=[CH:5][CH:6]=[C:1]([CH3:9])[CH:2]=2)/[N:13]=1. The catalyst is C(OC(=O)C)(=O)C. The yield is 0.580. (5) The reactants are [Cl-].O[NH3+:3].[C:4](=[O:7])([O-])[OH:5].[Na+].CS(C)=O.[OH:13][C@H:14]1[CH2:18][CH2:17][CH2:16][C@H:15]1[O:19][C@H:20]1[CH2:25][CH2:24][C@H:23]([N:26]2[C:31](=[O:32])[C:30]([CH2:33][C:34]3[CH:39]=[CH:38][C:37]([C:40]4[C:41]([C:46]#[N:47])=[CH:42][CH:43]=[CH:44][CH:45]=4)=[CH:36][CH:35]=3)=[C:29]([CH2:48][CH2:49][CH3:50])[N:28]3[N:51]=[CH:52][N:53]=[C:27]23)[CH2:22][CH2:21]1. The yield is 0.240. The catalyst is C(OCC)(=O)C. The product is [OH:13][C@H:14]1[CH2:18][CH2:17][CH2:16][C@H:15]1[O:19][C@H:20]1[CH2:21][CH2:22][C@H:23]([N:26]2[C:31](=[O:32])[C:30]([CH2:33][C:34]3[CH:39]=[CH:38][C:37]([C:40]4[CH:45]=[CH:44][CH:43]=[CH:42][C:41]=4[C:46]4[NH:3][C:4](=[O:7])[O:5][N:47]=4)=[CH:36][CH:35]=3)=[C:29]([CH2:48][CH2:49][CH3:50])[N:28]3[N:51]=[CH:52][N:53]=[C:27]23)[CH2:24][CH2:25]1. (6) The reactants are [NH:1]1[C:9]2[C:4](=[CH:5][CH:6]=[CH:7][CH:8]=2)[C:3](CC(O)=O)=[CH:2]1.C1N=CN(C(N2C=NC=C2)=[O:20])C=1.[NH2:26][C:27]1[S:28][C:29]([Cl:32])=[CH:30][N:31]=1.CCN([CH2:38][CH3:39])CC. The catalyst is C1COCC1. The product is [Cl:32][C:29]1[S:28][C:27]([NH:26][C:38](=[O:20])[CH2:39][C:2]2[NH:1][C:9]3[C:4]([CH:3]=2)=[CH:5][CH:6]=[CH:7][CH:8]=3)=[N:31][CH:30]=1. The yield is 0.570.